Dataset: NCI-60 drug combinations with 297,098 pairs across 59 cell lines. Task: Regression. Given two drug SMILES strings and cell line genomic features, predict the synergy score measuring deviation from expected non-interaction effect. Drug 1: CC1C(C(CC(O1)OC2CC(OC(C2O)C)OC3=CC4=CC5=C(C(=O)C(C(C5)C(C(=O)C(C(C)O)O)OC)OC6CC(C(C(O6)C)O)OC7CC(C(C(O7)C)O)OC8CC(C(C(O8)C)O)(C)O)C(=C4C(=C3C)O)O)O)O. Drug 2: CC1=C(C(=O)C2=C(C1=O)N3CC4C(C3(C2COC(=O)N)OC)N4)N. Cell line: HOP-92. Synergy scores: CSS=21.3, Synergy_ZIP=-9.37, Synergy_Bliss=-3.44, Synergy_Loewe=-18.2, Synergy_HSA=-4.98.